This data is from Forward reaction prediction with 1.9M reactions from USPTO patents (1976-2016). The task is: Predict the product of the given reaction. (1) Given the reactants [CH:1]1(B(O)O)[CH2:3][CH2:2]1.C(=O)([O-])[O-].[Na+].[Na+].[CH:13]1(P(C2CCCCC2)C2C=CC=CC=2C2C(OC)=CC=CC=2OC)CCCC[CH2:14]1.Br[C:43]1[C:44]([CH:54]2[CH2:56][CH2:55]2)=[C:45]2[O:53][C:46]2=[C:47]([CH:52]=1)[C:48]([O:50][CH3:51])=[O:49], predict the reaction product. The product is: [CH:54]1([C:44]2[C:43]([CH:1]3[CH2:3][CH2:2]3)=[CH:52][C:47]([C:48]([O:50][CH3:51])=[O:49])=[C:46]([O:53][CH2:13][CH3:14])[CH:45]=2)[CH2:56][CH2:55]1. (2) The product is: [O:5]1[CH2:6][CH2:7][CH:2]([O:1][S:16]([CH3:15])(=[O:18])=[O:17])[CH2:3][CH2:4]1. Given the reactants [OH:1][CH:2]1[CH2:7][CH2:6][O:5][CH2:4][CH2:3]1.C(N(CC)CC)C.[CH3:15][S:16](Cl)(=[O:18])=[O:17].O, predict the reaction product. (3) Given the reactants [F:1][C:2]1[CH:3]=[C:4]([B:10]([OH:12])[OH:11])[CH:5]=[C:6]([F:9])[C:7]=1[F:8].[NH:13]([CH2:17][CH2:18]O)[CH2:14][CH2:15]O, predict the reaction product. The product is: [F:1][C:2]1[CH:3]=[C:4]([B:10]2[O:11][CH2:18][CH2:17][NH:13][CH2:14][CH2:15][O:12]2)[CH:5]=[C:6]([F:9])[C:7]=1[F:8]. (4) Given the reactants [CH3:1][O:2][C:3]([C:5]1[CH:14]=[C:13]([O:15][CH3:16])[C:12]2[C:7](=[C:8](Br)[CH:9]=[C:10]([F:17])[CH:11]=2)[N:6]=1)=[O:4].C1(P(C2C=CC=CC=2)C2C=CC3C(=CC=CC=3)C=2C2C3C(=CC=CC=3)C=CC=2P(C2C=CC=CC=2)C2C=CC=CC=2)C=CC=CC=1.[CH3:65][N:66]1[CH2:71][CH2:70][NH:69][CH2:68][CH2:67]1.C(=O)([O-])[O-].[Cs+].[Cs+], predict the reaction product. The product is: [CH3:1][O:2][C:3]([C:5]1[CH:14]=[C:13]([O:15][CH3:16])[C:12]2[C:7](=[C:8]([N:69]3[CH2:70][CH2:71][N:66]([CH3:65])[CH2:67][CH2:68]3)[CH:9]=[C:10]([F:17])[CH:11]=2)[N:6]=1)=[O:4]. (5) The product is: [NH2:1][C:4]1[CH:5]=[C:6]([CH:11]=[CH:12][CH:13]=1)[C:7]([O:9][CH3:10])=[O:8]. Given the reactants [N+:1]([C:4]1[CH:5]=[C:6]([CH:11]=[CH:12][CH:13]=1)[C:7]([O:9][CH3:10])=[O:8])([O-])=O, predict the reaction product.